Dataset: Reaction yield outcomes from USPTO patents with 853,638 reactions. Task: Predict the reaction yield, written as a fraction of the theoretical maximum amount of product (1.0 means a 100% yield; for example, 0.34 means a 34% yield). (1) The product is [OH:8][C:9]1[CH:13]=[C:12]([CH2:14][CH2:15][C:16]([O:18][CH2:19][CH3:20])=[O:17])[N:11]([CH:21]([CH3:22])[CH3:23])[N:10]=1. The catalyst is [C].[Pd].C(O)C. The reactants are C([O:8][C:9]1[CH:13]=[C:12](/[CH:14]=[CH:15]/[C:16]([O:18][CH2:19][CH3:20])=[O:17])[N:11]([CH:21]([CH3:23])[CH3:22])[N:10]=1)C1C=CC=CC=1. The yield is 0.900. (2) The reactants are O=P(Cl)(Cl)Cl.[CH3:6][CH2:7][CH2:8][CH2:9][CH2:10][CH2:11][C:12]1[CH:13]=[CH:14][C:15]([OH:19])=[CH:16][C:17]=1[OH:18].[C:20]([O-])(=[O:22])C.[Na+]. The catalyst is CN(C=O)C. The product is [CH2:11]([C:12]1[C:17]([OH:18])=[CH:16][C:15]([OH:19])=[C:14]([CH:13]=1)[CH:20]=[O:22])[CH2:10][CH2:9][CH2:8][CH2:7][CH3:6]. The yield is 0.730.